Task: Predict the reactants needed to synthesize the given product.. Dataset: Full USPTO retrosynthesis dataset with 1.9M reactions from patents (1976-2016) (1) The reactants are: [CH3:1][C:2]1[N:3]=[C:4]([C:8]2[CH:13]=[CH:12][C:11](Br)=[CH:10][CH:9]=2)[O:5][C:6]=1[CH3:7].C[Sn](C)(C)[C:17]1[CH:22]=[CH:21][C:20]([N:23]2[CH2:27][C@H:26]([CH2:28][C:29](=[O:33])[C:30]([NH2:32])=[O:31])[O:25][CH2:24]2)=[CH:19][C:18]=1[F:34]. Given the product [CH3:1][C:2]1[N:3]=[C:4]([C:8]2[CH:13]=[CH:12][C:11]([C:17]3[CH:22]=[CH:21][C:20]([N:23]4[CH2:27][C@H:26]([CH2:28][C:29](=[O:33])[C:30]([NH2:32])=[O:31])[O:25][CH2:24]4)=[CH:19][C:18]=3[F:34])=[CH:10][CH:9]=2)[O:5][C:6]=1[CH3:7], predict the reactants needed to synthesize it. (2) Given the product [Cl:13][C:14]1[CH:15]=[C:16]([NH:20][C:21]([N:5]2[CH2:6][CH2:7][C:2](=[O:1])[CH:3]([C:8]([O:10][CH2:11][CH3:12])=[O:9])[CH2:4]2)=[O:22])[CH:17]=[CH:18][CH:19]=1, predict the reactants needed to synthesize it. The reactants are: [O:1]=[C:2]1[CH2:7][CH2:6][NH:5][CH2:4][CH:3]1[C:8]([O:10][CH2:11][CH3:12])=[O:9].[Cl:13][C:14]1[CH:19]=[CH:18][CH:17]=[C:16]([N:20]=[C:21]=[O:22])[CH:15]=1.O. (3) Given the product [CH2:23]([O:30][C:31]1[CH:36]=[CH:35][N:34]([C:2]2[CH:3]=[CH:4][C:5]3[S:21][C:8]4[CH2:9][CH2:10][N:11]([C:14]([O:16][C:17]([CH3:20])([CH3:19])[CH3:18])=[O:15])[CH2:12][CH2:13][C:7]=4[C:6]=3[CH:22]=2)[C:33](=[O:37])[CH:32]=1)[C:24]1[CH:25]=[CH:26][CH:27]=[CH:28][CH:29]=1, predict the reactants needed to synthesize it. The reactants are: Br[C:2]1[CH:3]=[CH:4][C:5]2[S:21][C:8]3[CH2:9][CH2:10][N:11]([C:14]([O:16][C:17]([CH3:20])([CH3:19])[CH3:18])=[O:15])[CH2:12][CH2:13][C:7]=3[C:6]=2[CH:22]=1.[CH2:23]([O:30][C:31]1[CH:36]=[CH:35][NH:34][C:33](=[O:37])[CH:32]=1)[C:24]1[CH:29]=[CH:28][CH:27]=[CH:26][CH:25]=1. (4) Given the product [C:1]1([S:7]([N:10]2[CH2:14][CH:13]([C:15]3[CH:16]=[C:17]([C:37]4[CH:38]=[CH:39][C:34]([CH2:33][CH2:32][C:29]([OH:31])=[O:30])=[CH:35][CH:36]=4)[CH:18]=[CH:19][CH:20]=3)[N:12]([C:22]3[CH:27]=[CH:26][CH:25]=[CH:24][CH:23]=3)[C:11]2=[O:28])(=[O:9])=[O:8])[CH:6]=[CH:5][CH:4]=[CH:3][CH:2]=1, predict the reactants needed to synthesize it. The reactants are: [C:1]1([S:7]([N:10]2[CH2:14][CH:13]([C:15]3[CH:20]=[CH:19][CH:18]=[C:17](Br)[CH:16]=3)[N:12]([C:22]3[CH:27]=[CH:26][CH:25]=[CH:24][CH:23]=3)[C:11]2=[O:28])(=[O:9])=[O:8])[CH:6]=[CH:5][CH:4]=[CH:3][CH:2]=1.[C:29]([CH2:32][CH2:33][C:34]1[CH:39]=[CH:38][C:37](B(O)O)=[CH:36][CH:35]=1)([OH:31])=[O:30].C(=O)([O-])[O-].[Na+].[Na+]. (5) Given the product [CH3:33][N:34]([CH3:36])[CH:35]=[CH:2][C:1]([C:4]1[C:25]([N+:26]([O-:28])=[O:27])=[CH:24][C:7]([O:8][CH2:9][C:10]2([NH:13][C:14]([O:16][CH2:17][C:18]3[CH:19]=[CH:20][CH:21]=[CH:22][CH:23]=3)=[O:15])[CH2:12][CH2:11]2)=[C:6]([O:29][CH3:30])[CH:5]=1)=[O:3], predict the reactants needed to synthesize it. The reactants are: [C:1]([C:4]1[C:25]([N+:26]([O-:28])=[O:27])=[CH:24][C:7]([O:8][CH2:9][C:10]2([NH:13][C:14]([O:16][CH2:17][C:18]3[CH:23]=[CH:22][CH:21]=[CH:20][CH:19]=3)=[O:15])[CH2:12][CH2:11]2)=[C:6]([O:29][CH3:30])[CH:5]=1)(=[O:3])[CH3:2].CO[CH:33](OC)[N:34]([CH3:36])[CH3:35]. (6) Given the product [CH3:1][O:2][C:3](=[O:30])[C:4]1[CH:9]=[C:8]([O:10][C:11]2[CH:12]=[CH:13][C:14]([CH2:17][NH2:18])=[CH:15][CH:16]=2)[CH:7]=[CH:6][C:5]=1[NH:19][S:20]([C:23]1[CH:24]=[CH:25][C:26]([CH3:29])=[CH:27][CH:28]=1)(=[O:22])=[O:21], predict the reactants needed to synthesize it. The reactants are: [CH3:1][O:2][C:3](=[O:30])[C:4]1[CH:9]=[C:8]([O:10][C:11]2[CH:16]=[CH:15][C:14]([C:17]#[N:18])=[CH:13][CH:12]=2)[CH:7]=[CH:6][C:5]=1[NH:19][S:20]([C:23]1[CH:28]=[CH:27][C:26]([CH3:29])=[CH:25][CH:24]=1)(=[O:22])=[O:21].CCN(CC)CC.